Dataset: Forward reaction prediction with 1.9M reactions from USPTO patents (1976-2016). Task: Predict the product of the given reaction. (1) Given the reactants [F:1][C:2]1[CH:3]=[C:4]([CH:8]=[C:9]([F:11])[CH:10]=1)[C:5]([NH2:7])=[O:6].[Cl:12][C:13]([Cl:17])([CH3:16])[CH:14]=O.[NH:18]1[C:22]2[CH:23]=[CH:24][CH:25]=[CH:26][C:21]=2[N:20]=[N:19]1.C1(C)C=CC(S(O)(=O)=O)=CC=1, predict the reaction product. The product is: [N:18]1([CH:14]([NH:7][C:5](=[O:6])[C:4]2[CH:3]=[C:2]([F:1])[CH:10]=[C:9]([F:11])[CH:8]=2)[C:13]([Cl:17])([Cl:12])[CH3:16])[C:22]2[CH:23]=[CH:24][CH:25]=[CH:26][C:21]=2[N:20]=[N:19]1. (2) Given the reactants [Cl:1][C:2]1[N:3]=[CH:4][N:5]([C:7]2[CH:13]=[CH:12][C:10]([NH2:11])=[CH:9][C:8]=2[O:14][CH3:15])[CH:6]=1.[C:16](N1C=CC=CC1=O)(N1C=CC=CC1=O)=[S:17], predict the reaction product. The product is: [Cl:1][C:2]1[N:3]=[CH:4][N:5]([C:7]2[CH:13]=[CH:12][C:10]([N:11]=[C:16]=[S:17])=[CH:9][C:8]=2[O:14][CH3:15])[CH:6]=1.